This data is from NCI-60 drug combinations with 297,098 pairs across 59 cell lines. The task is: Regression. Given two drug SMILES strings and cell line genomic features, predict the synergy score measuring deviation from expected non-interaction effect. Drug 1: C1CN(P(=O)(OC1)NCCCl)CCCl. Drug 2: CC1C(C(CC(O1)OC2CC(CC3=C2C(=C4C(=C3O)C(=O)C5=C(C4=O)C(=CC=C5)OC)O)(C(=O)CO)O)N)O.Cl. Cell line: NCI/ADR-RES. Synergy scores: CSS=7.49, Synergy_ZIP=-5.71, Synergy_Bliss=-4.30, Synergy_Loewe=-6.40, Synergy_HSA=-2.69.